This data is from Forward reaction prediction with 1.9M reactions from USPTO patents (1976-2016). The task is: Predict the product of the given reaction. Given the reactants [NH2:1][CH:2]([CH2:8][C:9]1[CH:14]=[CH:13][C:12]([CH3:15])=[C:11]([CH3:16])[CH:10]=1)[C:3]([O:5][CH2:6][CH3:7])=[O:4].[NH:17]1[CH2:22][CH2:21][CH:20]([N:23]2[CH2:32][C:31]3[C:26](=[CH:27][CH:28]=[CH:29][CH:30]=3)[NH:25][C:24]2=[O:33])[CH2:19][CH2:18]1.C1C[O:37][CH2:36]C1, predict the reaction product. The product is: [CH3:16][C:11]1[CH:10]=[C:9]([CH2:8][CH:2]([NH:1][C:36]([N:17]2[CH2:18][CH2:19][CH:20]([N:23]3[CH2:32][C:31]4[C:26](=[CH:27][CH:28]=[CH:29][CH:30]=4)[NH:25][C:24]3=[O:33])[CH2:21][CH2:22]2)=[O:37])[C:3]([O:5][CH2:6][CH3:7])=[O:4])[CH:14]=[CH:13][C:12]=1[CH3:15].